This data is from Reaction yield outcomes from USPTO patents with 853,638 reactions. The task is: Predict the reaction yield, written as a fraction of the theoretical maximum amount of product (1.0 means a 100% yield; for example, 0.34 means a 34% yield). (1) The reactants are [CH3:1][O:2][C:3]1[C:8]([C:9]([NH:11][CH3:12])=[O:10])=[C:7]([CH3:13])[N:6]=[C:5]([O:14][CH3:15])[CH:4]=1.[Li]CCCC.[CH2:21]([O:28][C:29]1[C:36]([CH3:37])=[CH:35][C:32](C#N)=[CH:31][C:30]=1[CH3:38])[C:22]1[CH:27]=[CH:26][CH:25]=[CH:24][CH:23]=1. The catalyst is C1COCC1. The product is [CH2:21]([O:28][C:29]1[C:36]([CH3:37])=[CH:35][C:32]([C:12]2[NH:11][C:9](=[O:10])[C:8]3[C:3]([O:2][CH3:1])=[CH:4][C:5]([O:14][CH3:15])=[N:6][C:7]=3[CH:13]=2)=[CH:31][C:30]=1[CH3:38])[C:22]1[CH:23]=[CH:24][CH:25]=[CH:26][CH:27]=1. The yield is 0.370. (2) The reactants are [NH2:1][C:2]1[CH:7]=[CH:6][C:5]([C:8]2[N:9]([CH:20]3[CH2:22][CH2:21]3)[C:10]3[C:15]([C:16]=2[C:17]#[N:18])=[CH:14][CH:13]=[C:12]([OH:19])[CH:11]=3)=[CH:4][CH:3]=1.C([O-])([O-])=O.[K+].[K+].[O:29]1[CH2:33][CH2:32][CH2:31][CH:30]1OS(C1C=CC(C)=CC=1)(=O)=O. The catalyst is C(#N)C. The product is [NH2:1][C:2]1[CH:7]=[CH:6][C:5]([C:8]2[N:9]([CH:20]3[CH2:21][CH2:22]3)[C:10]3[C:15]([C:16]=2[C:17]#[N:18])=[CH:14][CH:13]=[C:12]([O:19][CH:30]2[CH2:31][CH2:32][CH2:33][O:29]2)[CH:11]=3)=[CH:4][CH:3]=1. The yield is 0.750. (3) The catalyst is CN(C=O)C.C(OCC)(=O)C.O. The product is [NH:1]1[C:5]2[CH:6]=[CH:7][CH:8]=[CH:9][C:4]=2[N:3]=[C:2]1[CH2:10][N:11]([CH:16]1[C:25]2[N:24]=[CH:23][CH:22]=[CH:21][C:20]=2[CH2:19][CH2:18][CH2:17]1)[CH2:12][CH2:13][CH2:14][NH:15][C:49](=[O:56])[C:50]1[CH:55]=[CH:54][CH:53]=[CH:52][CH:51]=1. The yield is 0.370. The reactants are [NH:1]1[C:5]2[CH:6]=[CH:7][CH:8]=[CH:9][C:4]=2[N:3]=[C:2]1[CH2:10][N:11]([CH:16]1[C:25]2[N:24]=[CH:23][CH:22]=[CH:21][C:20]=2[CH2:19][CH2:18][CH2:17]1)[CH2:12][CH2:13][CH2:14][NH2:15].O.ON1C2C=CC=CC=2N=N1.Cl.CN(C)CCCN=C=NCC.[C:49](O)(=[O:56])[C:50]1[CH:55]=[CH:54][CH:53]=[CH:52][CH:51]=1.